From a dataset of Full USPTO retrosynthesis dataset with 1.9M reactions from patents (1976-2016). Predict the reactants needed to synthesize the given product. (1) The reactants are: Br[C:2]1[CH:11]=[CH:10][C:9]2[C:8]3[C:12]4[NH:19][CH2:18][C@@H:17]([CH3:20])[NH:16][C:15](=[O:21])[C:13]=4[S:14][C:7]=3[CH:6]=[CH:5][C:4]=2[N:3]=1.[Cl:22][C:23]1[N:28]=[C:27]([O:29][CH:30]2[CH2:35][CH2:34][CH2:33][N:32]([CH3:36])[CH2:31]2)[N:26]=[C:25]([NH2:37])[CH:24]=1.C(=O)([O-])[O-].[Cs+].[Cs+].CC1(C)C2C(=C(P(C3C=CC=CC=3)C3C=CC=CC=3)C=CC=2)OC2C(P(C3C=CC=CC=3)C3C=CC=CC=3)=CC=CC1=2. Given the product [Cl:22][C:23]1[N:28]=[C:27]([O:29][CH:30]2[CH2:35][CH2:34][CH2:33][N:32]([CH3:36])[CH2:31]2)[N:26]=[C:25]([NH:37][C:2]2[CH:11]=[CH:10][C:9]3[C:8]4[C:12]5[NH:19][CH2:18][C@@H:17]([CH3:20])[NH:16][C:15](=[O:21])[C:13]=5[S:14][C:7]=4[CH:6]=[CH:5][C:4]=3[N:3]=2)[CH:24]=1, predict the reactants needed to synthesize it. (2) Given the product [CH2:20]([O:8][CH2:7][C@H:6]([NH:5][C:3](=[O:4])[C:2]([F:13])([F:14])[F:1])[CH2:9][CH:10]([CH3:12])[CH3:11])[CH:19]=[CH2:18], predict the reactants needed to synthesize it. The reactants are: [F:1][C:2]([F:14])([F:13])[C:3]([NH:5][C@H:6]([CH2:9][CH:10]([CH3:12])[CH3:11])[CH2:7][OH:8])=[O:4].[H-].[Na+].Br[CH2:18][CH:19]=[CH2:20]. (3) Given the product [Br:27][C:28]1[C:33]([CH3:34])=[CH:32][C:31]([O:1][C@H:2]2[CH2:6][CH2:5][O:4][C:3]2=[O:7])=[C:30]([F:36])[CH:29]=1, predict the reactants needed to synthesize it. The reactants are: [OH:1][C@@H:2]1[CH2:6][CH2:5][O:4][C:3]1=[O:7].C1(P(C2C=CC=CC=2)C2C=CC=CC=2)C=CC=CC=1.[Br:27][C:28]1[C:33]([CH3:34])=[CH:32][C:31](O)=[C:30]([F:36])[CH:29]=1.N(C(OC(C)(C)C)=O)=NC(OC(C)(C)C)=O. (4) Given the product [CH3:12][N:13]([CH3:20])[CH:14]1[CH2:19][CH2:18][N:17]([C:2]2[NH:7][C:6](=[O:8])[C:5]3[S:9][CH:10]=[CH:11][C:4]=3[CH:3]=2)[CH2:16][CH2:15]1, predict the reactants needed to synthesize it. The reactants are: Cl[C:2]1[NH:7][C:6](=[O:8])[C:5]2[S:9][CH:10]=[CH:11][C:4]=2[CH:3]=1.[CH3:12][N:13]([CH3:20])[CH:14]1[CH2:19][CH2:18][NH:17][CH2:16][CH2:15]1. (5) Given the product [CH2:15]([O:14][C:8]1[CH:7]=[C:6]2[C:11]([C:2]([NH:22][C:23]3[CH:24]=[C:25]4[C:29](=[CH:30][CH:31]=3)[NH:28][C:27]([CH3:32])=[C:26]4[CH3:33])=[N:3][CH:4]=[N:5]2)=[CH:10][C:9]=1[O:12][CH3:13])[C:16]1[CH:21]=[CH:20][CH:19]=[CH:18][CH:17]=1, predict the reactants needed to synthesize it. The reactants are: Cl[C:2]1[C:11]2[C:6](=[CH:7][C:8]([O:14][CH2:15][C:16]3[CH:21]=[CH:20][CH:19]=[CH:18][CH:17]=3)=[C:9]([O:12][CH3:13])[CH:10]=2)[N:5]=[CH:4][N:3]=1.[NH2:22][C:23]1[CH:24]=[C:25]2[C:29](=[CH:30][CH:31]=1)[NH:28][C:27]([CH3:32])=[C:26]2[CH3:33].Cl. (6) Given the product [NH:1]1[CH2:8][CH2:7][CH2:6][C@@H:2]1[C:3]([OH:5])=[O:4].[CH2:16]([N-:20][CH2:21][CH:22]([CH3:24])[CH3:23])[CH:17]([CH3:19])[CH3:18], predict the reactants needed to synthesize it. The reactants are: [N:1]1(C(OC(C)(C)C)=O)[CH2:8][CH2:7][CH2:6][C@@H:2]1[C:3]([OH:5])=[O:4].[CH2:16]([N-:20][CH2:21][CH:22]([CH3:24])[CH3:23])[CH:17]([CH3:19])[CH3:18].FC(F)(F)C(O)=O. (7) Given the product [CH:9]1([O:8][C:5]2[CH:6]=[CH:7][C:2]([CH3:1])=[N:3][CH:4]=2)[CH2:11][CH2:10]1, predict the reactants needed to synthesize it. The reactants are: [CH3:1][C:2]1[CH:7]=[CH:6][C:5]([O:8][C:9]2(S(C3C=CC=CC=3)(=O)=O)[CH2:11][CH2:10]2)=[CH:4][N:3]=1.P([O-])([O-])[O-].[Na+].[Na+].[Na+].C(=O)([O-])O.[Na+].